From a dataset of Forward reaction prediction with 1.9M reactions from USPTO patents (1976-2016). Predict the product of the given reaction. (1) Given the reactants [C:1]1([CH:7]([C:27]2[CH:32]=[CH:31][CH:30]=[CH:29][CH:28]=2)[N:8]2[C:16]3[C:11](=[CH:12][CH:13]=[CH:14][CH:15]=3)[CH:10]([C:17]3[C:22]([OH:23])=[CH:21][N:20]=[C:19]([O:24][CH3:25])[CH:18]=3)[C:9]2=[O:26])[CH:6]=[CH:5][CH:4]=[CH:3][CH:2]=1.[C:33](=O)([O-])[O-].[Cs+].[Cs+].ClCI, predict the reaction product. The product is: [C:1]1([CH:7]([N:8]2[C:16]3[C:11](=[CH:12][CH:13]=[CH:14][CH:15]=3)[C:10]3([C:17]4[C:22](=[CH:21][N:20]=[C:19]([O:24][CH3:25])[CH:18]=4)[O:23][CH2:33]3)[C:9]2=[O:26])[C:27]2[CH:32]=[CH:31][CH:30]=[CH:29][CH:28]=2)[CH:2]=[CH:3][CH:4]=[CH:5][CH:6]=1. (2) Given the reactants C(OC([N:8]1[CH2:11][CH:10]([C:12]2[CH:38]=[CH:37][C:15]3[C:16]4[C:20]([CH2:21][CH2:22][O:23][C:14]=3[CH:13]=2)=[CH:19][N:18]([C:24]2[N:25]([C:29]3[CH:34]=[CH:33][C:32]([F:35])=[CH:31][C:30]=3[F:36])[N:26]=[CH:27][N:28]=2)[N:17]=4)[CH2:9]1)=O)(C)(C)C.[ClH:39], predict the reaction product. The product is: [ClH:39].[NH:8]1[CH2:9][CH:10]([C:12]2[CH:38]=[CH:37][C:15]3[C:16]4[C:20]([CH2:21][CH2:22][O:23][C:14]=3[CH:13]=2)=[CH:19][N:18]([C:24]2[N:25]([C:29]3[CH:34]=[CH:33][C:32]([F:35])=[CH:31][C:30]=3[F:36])[N:26]=[CH:27][N:28]=2)[N:17]=4)[CH2:11]1. (3) Given the reactants [CH2:1]([O:3][C:4]1[CH:9]=[CH:8][CH:7]=[CH:6][C:5]=1[N:10]=[C:11]=[O:12])[CH3:2].[CH2:13]([NH:15][C:16]([NH:18][C:19]1[N:24]=[C:23]([N:25]2[CH2:30][CH2:29][N:28]([CH2:31][CH2:32][OH:33])[CH2:27][CH2:26]2)[CH:22]=[N:21][CH:20]=1)=[O:17])[CH3:14], predict the reaction product. The product is: [CH2:13]([NH:15][C:16](=[O:17])[NH:18][C:19]1[N:24]=[C:23]([N:25]2[CH2:30][CH2:29][N:28]([CH2:31][CH2:32][O:33][C:11](=[O:12])[NH:10][C:5]3[CH:6]=[CH:7][CH:8]=[CH:9][C:4]=3[O:3][CH2:1][CH3:2])[CH2:27][CH2:26]2)[CH:22]=[N:21][CH:20]=1)[CH3:14]. (4) The product is: [OH:10][C:9]1[C:4]2[C:5](=[N:13][CH:14]=[C:2]([I:1])[CH:3]=2)[N:6]([CH3:12])[C:7](=[O:11])[C:20]=1[C:21]([O:23][CH3:24])=[O:22]. Given the reactants [I:1][C:2]1[CH:14]=[N:13][C:5]2[N:6]([CH3:12])[C:7](=[O:11])O[C:9](=[O:10])[C:4]=2[CH:3]=1.IC1C=NC(NC)=[C:20](C=1)[C:21]([O:23][CH3:24])=[O:22].IC1C=NC(NC)=C(C=1)C(OCC)=O.ClC(OC(Cl)(Cl)Cl)=O, predict the reaction product.